This data is from Catalyst prediction with 721,799 reactions and 888 catalyst types from USPTO. The task is: Predict which catalyst facilitates the given reaction. (1) Reactant: [Cl:1][C:2]1[CH:7]=[CH:6][C:5]([CH:8]([C:26]2[CH:31]=[CH:30][C:29]([CH:32]=O)=[CH:28][CH:27]=2)[N:9]2[CH2:12][C:11](=[C:13]([C:18]3[CH:23]=[C:22]([F:24])[CH:21]=[C:20]([F:25])[CH:19]=3)[S:14]([CH3:17])(=[O:16])=[O:15])[CH2:10]2)=[CH:4][CH:3]=1.C(O[BH-](OC(=O)C)OC(=O)C)(=O)C.[Na+].[NH:48]1[CH2:52][CH2:51][CH2:50][CH2:49]1.[OH-].[Na+]. Product: [Cl:1][C:2]1[CH:7]=[CH:6][C:5]([CH:8]([C:26]2[CH:31]=[CH:30][C:29]([CH2:32][N:48]3[CH2:52][CH2:51][CH2:50][CH2:49]3)=[CH:28][CH:27]=2)[N:9]2[CH2:12][C:11](=[C:13]([C:18]3[CH:23]=[C:22]([F:24])[CH:21]=[C:20]([F:25])[CH:19]=3)[S:14]([CH3:17])(=[O:16])=[O:15])[CH2:10]2)=[CH:4][CH:3]=1. The catalyst class is: 26. (2) Reactant: Br[CH:2]([C:11]1[CH:16]=[C:15]([Br:17])[CH:14]=[CH:13][C:12]=1[S:18](=[O:25])(=[O:24])[NH:19][C:20]([CH3:23])([CH3:22])[CH3:21])[CH2:3][NH:4][C:5](=[O:10])[C:6]([F:9])([F:8])[F:7].C([O-])([O-])=O.[K+].[K+]. Product: [Br:17][C:15]1[CH:14]=[CH:13][C:12]2[S:18](=[O:25])(=[O:24])[N:19]([C:20]([CH3:23])([CH3:22])[CH3:21])[CH:2]([CH2:3][NH:4][C:5](=[O:10])[C:6]([F:9])([F:8])[F:7])[C:11]=2[CH:16]=1. The catalyst class is: 18. (3) Reactant: [N:1]1[CH:6]=[CH:5][C:4]([C:7]([CH:9]2[CH2:16][C:12]3[S:13][CH:14]=[CH:15][C:11]=3[C:10]2=O)=O)=[CH:3][CH:2]=1.O.[NH2:19][NH2:20].C(O)(=O)C. Product: [N:1]1[CH:6]=[CH:5][C:4]([C:7]2[C:9]3[CH2:16][C:12]4[S:13][CH:14]=[CH:15][C:11]=4[C:10]=3[NH:20][N:19]=2)=[CH:3][CH:2]=1. The catalyst class is: 8. (4) The catalyst class is: 5. Product: [CH:1]1([N:4]([CH2:5][C:6]2[CH:11]=[CH:10][CH:9]=[C:8]([C:12]#[CH:13])[CH:7]=2)[CH3:18])[CH2:3][CH2:2]1. Reactant: [CH:1]1([N:4]([CH3:18])[CH2:5][C:6]2[CH:11]=[CH:10][CH:9]=[C:8]([C:12]#[C:13][Si](C)(C)C)[CH:7]=2)[CH2:3][CH2:2]1.C(=O)([O-])[O-].[K+].[K+]. (5) Reactant: [N:1]12[CH2:8][CH2:7][CH:4]([CH2:5][CH2:6]1)[C@H:3]([NH:9][C:10]([C:12]1[CH:13]=[CH:14][CH:15]=[C:16]3[O:20][C:19]([CH:21]4[CH2:26][CH2:25][CH2:24][CH2:23][CH2:22]4)=[N:18][C:17]=13)=[O:11])[CH2:2]2.[ClH:27]. Product: [ClH:27].[N:1]12[CH2:8][CH2:7][CH:4]([CH2:5][CH2:6]1)[C@H:3]([NH:9][C:10]([C:12]1[CH:13]=[CH:14][CH:15]=[C:16]3[O:20][C:19]([CH:21]4[CH2:22][CH2:23][CH2:24][CH2:25][CH2:26]4)=[N:18][C:17]=13)=[O:11])[CH2:2]2. The catalyst class is: 459. (6) Reactant: [CH3:1][O:2][C:3]1[C:4](=[O:10])[NH:5][C:6](=S)[NH:7][CH:8]=1.ClCC(O)=[O:14].Cl. Product: [CH3:1][O:2][C:3]1[C:4](=[O:10])[NH:5][C:6](=[O:14])[NH:7][CH:8]=1. The catalyst class is: 6.